This data is from Peptide-MHC class II binding affinity with 134,281 pairs from IEDB. The task is: Regression. Given a peptide amino acid sequence and an MHC pseudo amino acid sequence, predict their binding affinity value. This is MHC class II binding data. (1) The peptide sequence is VYHQINHLKTVLEEK. The MHC is DRB1_1101 with pseudo-sequence DRB1_1101. The binding affinity (normalized) is 0.0759. (2) The peptide sequence is GELQIIDKIDAAFKI. The MHC is DRB1_0401 with pseudo-sequence DRB1_0401. The binding affinity (normalized) is 0.505.